Task: Predict the reaction yield, written as a fraction of the theoretical maximum amount of product (1.0 means a 100% yield; for example, 0.34 means a 34% yield).. Dataset: Reaction yield outcomes from USPTO patents with 853,638 reactions (1) The reactants are FC(F)(F)C([NH:5][C@@H:6]1[C:15]2[C:10](=[CH:11][CH:12]=[C:13]([F:16])[CH:14]=2)[C@H:9]([OH:17])[CH2:8][CH2:7]1)=O.[OH-].[Na+]. The catalyst is CO.O. The product is [NH2:5][C@@H:6]1[C:15]2[C:10](=[CH:11][CH:12]=[C:13]([F:16])[CH:14]=2)[C@H:9]([OH:17])[CH2:8][CH2:7]1. The yield is 0.860. (2) The reactants are [Si:1]([O:18][CH2:19][C:20]([F:24])([CH3:23])[CH2:21][OH:22])([C:14]([CH3:17])([CH3:16])[CH3:15])([C:8]1[CH:13]=[CH:12][CH:11]=[CH:10][CH:9]=1)[C:2]1[CH:7]=[CH:6][CH:5]=[CH:4][CH:3]=1.[F:25][C:26]([F:39])([F:38])[S:27](O[S:27]([C:26]([F:39])([F:38])[F:25])(=[O:29])=[O:28])(=[O:29])=[O:28]. The catalyst is ClCCl. The product is [F:25][C:26]([F:39])([F:38])[S:27]([O:22][CH2:21][C:20]([F:24])([CH3:23])[CH2:19][O:18][Si:1]([C:14]([CH3:17])([CH3:15])[CH3:16])([C:8]1[CH:13]=[CH:12][CH:11]=[CH:10][CH:9]=1)[C:2]1[CH:3]=[CH:4][CH:5]=[CH:6][CH:7]=1)(=[O:29])=[O:28]. The yield is 1.00. (3) The reactants are [Br:1][C:2]1[CH:3]=[C:4]2[C:10](I)=[CH:9][N:8]([S:12]([C:15]3[CH:20]=[CH:19][C:18]([CH3:21])=[CH:17][CH:16]=3)(=[O:14])=[O:13])[C:5]2=[N:6][CH:7]=1.[F:22][C:23]1[CH:28]=[CH:27][C:26](B(O)O)=[CH:25][CH:24]=1.C([O-])([O-])=O.[Na+].[Na+].CCOC(C)=O. The product is [Br:1][C:2]1[CH:3]=[C:4]2[C:10]([C:26]3[CH:27]=[CH:28][C:23]([F:22])=[CH:24][CH:25]=3)=[CH:9][N:8]([S:12]([C:15]3[CH:20]=[CH:19][C:18]([CH3:21])=[CH:17][CH:16]=3)(=[O:14])=[O:13])[C:5]2=[N:6][CH:7]=1. The yield is 1.12. The catalyst is CC#N.Cl[Pd](Cl)([P](C1C=CC=CC=1)(C1C=CC=CC=1)C1C=CC=CC=1)[P](C1C=CC=CC=1)(C1C=CC=CC=1)C1C=CC=CC=1.